This data is from Full USPTO retrosynthesis dataset with 1.9M reactions from patents (1976-2016). The task is: Predict the reactants needed to synthesize the given product. (1) Given the product [Cl:23][C:16]1[N:17]=[CH:18][C:19]2[NH:20][C:4](=[O:3])[CH:5]([CH3:24])[CH2:6][N:7]([C:8]3[CH:13]=[CH:12][CH:11]=[CH:10][CH:9]=3)[C:14]=2[N:15]=1, predict the reactants needed to synthesize it. The reactants are: C([O:3][C:4](=O)[CH:5]([CH3:24])[CH2:6][N:7]([C:14]1[C:19]([N+:20]([O-])=O)=[CH:18][N:17]=[C:16]([Cl:23])[N:15]=1)[C:8]1[CH:13]=[CH:12][CH:11]=[CH:10][CH:9]=1)C. (2) Given the product [CH3:45][C:44]([NH:47][C:4](=[O:6])[CH:3]([S:2][CH3:1])[O:7][C:8]1[CH:9]=[C:10]2[C:15](=[CH:16][CH:17]=1)[N:14]=[CH:13][C:12]([CH:18]=[CH2:19])=[CH:11]2)([C:40]1[CH:39]=[CH:38][CH:43]=[CH:42][N:41]=1)[CH3:46], predict the reactants needed to synthesize it. The reactants are: [CH3:1][S:2][CH:3]([O:7][C:8]1[CH:9]=[C:10]2[C:15](=[CH:16][CH:17]=1)[N:14]=[CH:13][C:12]([CH:18]=[CH2:19])=[CH:11]2)[C:4]([OH:6])=O.CCN(CC)CC.C1C=NC2N(O)N=NC=2C=1.C[C:38]1[CH:43]=[CH:42][N:41]=[C:40]([C:44]([NH2:47])([CH3:46])[CH3:45])[CH:39]=1.CCN=C=NCCCN(C)C. (3) Given the product [C:1]([O:5][C:6]([N:8]1[C@H:12]([CH2:13][C:14]2[CH:15]=[CH:16][C:17]([C:20]3[CH:21]=[CH:22][CH:23]=[CH:24][CH:25]=3)=[CH:18][CH:19]=2)[CH2:11][CH:10]([CH2:26][O:27][S:46]([C:43]2[CH:44]=[CH:45][C:40]([CH3:60])=[CH:41][CH:42]=2)(=[O:48])=[O:47])[C:9]1=[O:28])=[O:7])([CH3:3])([CH3:2])[CH3:4].[C:1]([O:5][C:6]([N:8]1[C@H:12]([CH2:13][C:14]2[CH:15]=[CH:16][C:17]([C:20]3[CH:21]=[CH:22][CH:23]=[CH:24][CH:25]=3)=[CH:18][CH:19]=2)[CH2:11][C:10](=[CH2:26])[C:9]1=[O:28])=[O:7])([CH3:4])([CH3:3])[CH3:2], predict the reactants needed to synthesize it. The reactants are: [C:1]([O:5][C:6]([N:8]1[C@H:12]([CH2:13][C:14]2[CH:19]=[CH:18][C:17]([C:20]3[CH:25]=[CH:24][CH:23]=[CH:22][CH:21]=3)=[CH:16][CH:15]=2)[CH2:11][CH:10]([CH2:26][OH:27])[C:9]1=[O:28])=[O:7])([CH3:4])([CH3:3])[CH3:2].C(Cl)(Cl)Cl.C(N(CC)CC)C.[C:40]1([CH3:60])[CH:45]=[CH:44][C:43]([S:46](O[S:46]([C:43]2[CH:44]=[CH:45][C:40]([CH3:60])=[CH:41][CH:42]=2)(=[O:48])=[O:47])(=[O:48])=[O:47])=[CH:42][CH:41]=1. (4) Given the product [C:1]12([CH2:11][CH2:12][NH:13][C:14]3[CH:19]=[CH:18][C:17]([N:20]4[C:21](=[O:26])[CH:22]=[C:23]([CH3:24])[N:25]=[C:28]4[CH3:29])=[CH:16][C:15]=3[F:27])[CH2:8][CH:7]3[CH2:9][CH:3]([CH2:4][CH:5]([CH2:6]3)[CH2:10]1)[CH2:2]2, predict the reactants needed to synthesize it. The reactants are: [C:1]12([CH2:11][CH2:12][NH:13][C:14]3[CH:19]=[CH:18][C:17]([NH:20][C:21](=[O:26])/[CH:22]=[C:23](\[NH2:25])/[CH3:24])=[CH:16][C:15]=3[F:27])[CH2:10][CH:5]3[CH2:6][CH:7]([CH2:9][CH:3]([CH2:4]3)[CH2:2]1)[CH2:8]2.[C:28](OCC)(OCC)(OCC)[CH3:29]. (5) Given the product [C:16]([C:20]1[CH:34]=[CH:33][C:23]([O:24][C:25]2[CH:30]=[C:29]([CH3:31])[N:28]=[C:27]([NH:15][C:5]3[CH:6]=[CH:7][C:8]([N:9]4[CH:13]=[C:12]([CH3:14])[N:11]=[CH:10]4)=[C:3]([O:2][CH3:1])[CH:4]=3)[N:26]=2)=[CH:22][CH:21]=1)([CH3:19])([CH3:17])[CH3:18], predict the reactants needed to synthesize it. The reactants are: [CH3:1][O:2][C:3]1[CH:4]=[C:5]([NH2:15])[CH:6]=[CH:7][C:8]=1[N:9]1[CH:13]=[C:12]([CH3:14])[N:11]=[CH:10]1.[C:16]([C:20]1[CH:34]=[CH:33][C:23]([O:24][C:25]2[CH:30]=[C:29]([CH3:31])[N:28]=[C:27](Cl)[N:26]=2)=[CH:22][CH:21]=1)([CH3:19])([CH3:18])[CH3:17].